Predict the product of the given reaction. From a dataset of Forward reaction prediction with 1.9M reactions from USPTO patents (1976-2016). The product is: [NH2:18][C:15]1[CH:14]=[CH:13][CH:12]=[C:11]2[C:16]=1[CH:17]=[C:8]([N:5]1[CH2:4][CH2:3][N:2]([CH3:1])[CH2:7][CH2:6]1)[NH:9][C:10]2=[O:21]. Given the reactants [CH3:1][N:2]1[CH2:7][CH2:6][N:5]([C:8]2[NH:9][C:10](=[O:21])[C:11]3[C:16]([CH:17]=2)=[C:15]([N+:18]([O-])=O)[CH:14]=[CH:13][CH:12]=3)[CH2:4][CH2:3]1, predict the reaction product.